This data is from Full USPTO retrosynthesis dataset with 1.9M reactions from patents (1976-2016). The task is: Predict the reactants needed to synthesize the given product. (1) Given the product [F:1][C:2]1[CH:3]=[C:4]([CH2:8][N:9]2[C:13]3[CH:14]=[C:15]([C:18]4[CH:23]=[CH:22][N:21]=[C:20]5[NH:24][C:25]([CH:27]6[CH2:32][CH2:31][N:30]([CH2:55][CH:52]([OH:51])[CH2:53][OH:54])[CH2:29][CH2:28]6)=[CH:26][C:19]=45)[CH:16]=[CH:17][C:12]=3[N:11]=[CH:10]2)[CH:5]=[N:6][CH:7]=1, predict the reactants needed to synthesize it. The reactants are: [F:1][C:2]1[CH:3]=[C:4]([CH2:8][N:9]2[C:13]3[CH:14]=[C:15]([C:18]4[CH:23]=[CH:22][N:21]=[C:20]5[NH:24][C:25]([CH:27]6[CH2:32][CH2:31][NH:30][CH2:29][CH2:28]6)=[CH:26][C:19]=45)[CH:16]=[CH:17][C:12]=3[N:11]=[CH:10]2)[CH:5]=[N:6][CH:7]=1.FC(F)(F)C([O-])=O.C(N(CC)CC)C.C(O)(=O)C.[OH:51][CH:52]([CH2:55]O)[CH:53]=[O:54].C([BH3-])#N. (2) The reactants are: [NH:1]1[CH2:6][CH2:5][CH2:4][CH2:3][CH:2]1[C:7]([OH:9])=[O:8].[CH2:10]=O. Given the product [CH3:10][N:1]1[CH2:6][CH2:5][CH2:4][CH2:3][CH:2]1[C:7]([OH:9])=[O:8], predict the reactants needed to synthesize it.